From a dataset of Full USPTO retrosynthesis dataset with 1.9M reactions from patents (1976-2016). Predict the reactants needed to synthesize the given product. (1) Given the product [CH2:39]([NH:38][C:37]([C:4]1[CH:3]=[CH:2][CH:7]=[CH:6][C:5]=1[NH:8][C:9]1[C:14]([C:15]([F:18])([F:16])[F:17])=[CH:13][N:12]=[C:11]([NH:19][C:20]2[CH:21]=[CH:22][C:23]([CH2:24][P:25](=[O:32])([O:29][CH2:30][CH3:31])[O:26][CH2:27][CH3:28])=[CH:33][CH:34]=2)[N:10]=1)=[O:40])[CH3:42], predict the reactants needed to synthesize it. The reactants are: F[C:2]1[CH:7]=[CH:6][C:5]([NH:8][C:9]2[C:14]([C:15]([F:18])([F:17])[F:16])=[CH:13][N:12]=[C:11]([NH:19][C:20]3[CH:34]=[CH:33][C:23]([CH2:24][P:25](=[O:32])([O:29][CH2:30][CH3:31])[O:26][CH2:27][CH3:28])=[CH:22][C:21]=3OC)[N:10]=2)=[C:4]([C:37](=[O:40])[NH:38][CH3:39])[CH:3]=1.Cl[C:42]1C(C(F)(F)F)=CN=C(NC2C=CC(CP(=O)(OCC)OCC)=CC=2)N=1.NC1C=CC=CC=1C(NCC)=O. (2) Given the product [CH2:31]([C:26]1([CH2:27][CH3:28])[C:32](=[O:16])[O:6][CH2:5][C:4]([CH3:8])([CH3:7])[NH:3]1)[CH3:30], predict the reactants needed to synthesize it. The reactants are: [OH-].[Na+].[NH2:3][C:4]([CH3:8])([CH3:7])[CH2:5][OH:6].C(Cl)(Cl)Cl.C(C(CC)=[O:16])C.C(N(CC)CC)C.[C:26]1([CH3:32])[CH:31]=[CH:30]C=[CH:28][CH:27]=1. (3) Given the product [F:23][C:20]1[CH:21]=[CH:22][C:17]([CH2:16][N:4]2[C:3](=[O:24])[C:2]3[C:39]([OH:40])=[C:9]4[C:10](=[O:15])[N:11]([CH3:14])[CH2:12][CH2:13][N:8]4[C:7]=3[CH:6]=[N:5]2)=[CH:18][CH:19]=1, predict the reactants needed to synthesize it. The reactants are: Br[C:2]1[C:3](=[O:24])[N:4]([CH2:16][C:17]2[CH:22]=[CH:21][C:20]([F:23])=[CH:19][CH:18]=2)[N:5]=[CH:6][C:7]=1[N:8]1[CH2:13][CH2:12][N:11]([CH3:14])[C:10](=[O:15])[CH2:9]1.C1(C(N)C2CCCCC2)CCCCC1.[CH3:39][OH:40]. (4) Given the product [CH3:3][C:2]([CH3:4])([CH3:5])[C:1]([O:7][C:8]1[CH:9]=[C:10]2[S:14][CH:13]=[C:12]([CH2:15][C:16]([O:18][CH3:19])=[O:17])[C:11]2=[C:20]([C:22]([OH:26])=[O:23])[CH:21]=1)=[O:6], predict the reactants needed to synthesize it. The reactants are: [C:1]([O:7][C:8]1[CH:21]=[C:20]([CH:22]=[O:23])[C:11]2[C:12]([CH2:15][C:16]([O:18][CH3:19])=[O:17])=[CH:13][S:14][C:10]=2[CH:9]=1)(=[O:6])[C:2]([CH3:5])([CH3:4])[CH3:3].CC(C)=[O:26].[O-][Mn](=O)(=O)=O.[K+]. (5) Given the product [OH:1][C@@H:2]1[CH2:8][N:7]([C:9]([O:11][CH2:12][CH3:13])=[O:10])[CH2:6][CH2:5][C:4]2[S:14][CH:15]=[CH:16][C:3]1=2, predict the reactants needed to synthesize it. The reactants are: [O:1]=[C:2]1[CH2:8][N:7]([C:9]([O:11][CH2:12][CH3:13])=[O:10])[CH2:6][CH2:5][C:4]2[S:14][CH:15]=[CH:16][C:3]1=2.C1(C)C=CC=CC=1.